From a dataset of Full USPTO retrosynthesis dataset with 1.9M reactions from patents (1976-2016). Predict the reactants needed to synthesize the given product. Given the product [C:16]([O:20][C:21]([CH:23]1[CH2:28][CH2:27][N:26]([C:29]2[C:30]([C:42]#[N:43])=[CH:31][C:32]([C:36]([O:38][CH:39]([CH3:40])[CH3:41])=[O:37])=[C:33]([O:1][S:2]([C:5]([F:8])([F:7])[F:6])(=[O:4])=[O:3])[N:34]=2)[CH2:25][CH2:24]1)=[O:22])([CH3:18])([CH3:19])[CH3:17], predict the reactants needed to synthesize it. The reactants are: [O:1](S(C(F)(F)F)(=O)=O)[S:2]([C:5]([F:8])([F:7])[F:6])(=[O:4])=[O:3].[C:16]([O:20][C:21]([CH:23]1[CH2:28][CH2:27][N:26]([C:29]2[NH:34][C:33](=O)[C:32]([C:36]([O:38][CH:39]([CH3:41])[CH3:40])=[O:37])=[CH:31][C:30]=2[C:42]#[N:43])[CH2:25][CH2:24]1)=[O:22])([CH3:19])([CH3:18])[CH3:17].C([O-])(O)=O.[Na+].